Dataset: Full USPTO retrosynthesis dataset with 1.9M reactions from patents (1976-2016). Task: Predict the reactants needed to synthesize the given product. (1) Given the product [C:16]([O:15][CH:13]([CH2:12][CH:11]([OH:10])[CH3:24])[CH3:14])(=[O:23])[C:17]1[CH:22]=[CH:21][CH:20]=[CH:19][CH:18]=1, predict the reactants needed to synthesize it. The reactants are: C1(C(=O)C([O:10][CH:11]([CH3:24])[CH2:12][CH:13]([O:15][C:16](=[O:23])[C:17]2[CH:22]=[CH:21][CH:20]=[CH:19][CH:18]=2)[CH3:14])=O)C=CC=CC=1.C1(P(OC(C)CC(OC(=O)C2C=CC=CC=2)C)(C2C=CC=CC=2)=O)C=CC=CC=1. (2) Given the product [C:21]([NH:29][C:30]1[CH:42]=[C:41]([C:7]2[CH:8]=[CH:9][C:4]([N+:1]([O-:3])=[O:2])=[CH:5][CH:6]=2)[CH:40]=[CH:39][C:31]=1[C:32]([O:34][C:35]([CH3:37])([CH3:38])[CH3:36])=[O:33])(=[O:28])[C:22]1[CH:23]=[CH:24][CH:25]=[CH:26][CH:27]=1, predict the reactants needed to synthesize it. The reactants are: [N+:1]([C:4]1[CH:9]=[CH:8][C:7](B(O)O)=[CH:6][CH:5]=1)([O-:3])=[O:2].C(=O)([O-])O.[Na+].C(O)C.[C:21]([NH:29][C:30]1[CH:42]=[C:41](Br)[CH:40]=[CH:39][C:31]=1[C:32]([O:34][C:35]([CH3:38])([CH3:37])[CH3:36])=[O:33])(=[O:28])[C:22]1[CH:27]=[CH:26][CH:25]=[CH:24][CH:23]=1. (3) Given the product [C:8]1([N:3]2[CH:4]=[CH:5][C:15]([C:14]([O:18][CH2:19][CH3:20])=[O:17])=[CH:1]2)[CH:13]=[CH:12][CH:11]=[CH:10][CH:9]=1, predict the reactants needed to synthesize it. The reactants are: [CH:1]([N:3]([C:8]1[CH:13]=[CH:12][CH:11]=[CH:10][CH:9]=1)[CH2:4][C:5](O)=O)=O.[C:14]([O:18][CH2:19][CH3:20])(=[O:17])[C:15]#C.C(OC(=O)C)(=O)C. (4) Given the product [CH:1]([N:4]1[CH2:10][CH2:9][C:8](=[O:11])[N:7]([CH3:12])[C:6]2[CH:13]=[N:14][C:15]([NH:17][C:18]3[CH:26]=[CH:25][C:21]([C:22]([NH:62][CH:63]4[CH2:68][CH2:67][N:66]([CH3:69])[CH2:65][CH2:64]4)=[O:23])=[CH:20][C:19]=3[O:27][CH3:28])=[N:16][C:5]1=2)([CH3:3])[CH3:2], predict the reactants needed to synthesize it. The reactants are: [CH:1]([N:4]1[CH2:10][CH2:9][C:8](=[O:11])[N:7]([CH3:12])[C:6]2[CH:13]=[N:14][C:15]([NH:17][C:18]3[CH:26]=[CH:25][C:21]([C:22](O)=[O:23])=[CH:20][C:19]=3[O:27][CH3:28])=[N:16][C:5]1=2)([CH3:3])[CH3:2].F[P-](F)(F)(F)(F)F.CN(C(N(C)C)=[N+]1C2C(=NC=CC=2)[N+]([O-])=N1)C.C(N(C(C)C)C(C)C)C.[NH2:62][CH:63]1[CH2:68][CH2:67][N:66]([CH3:69])[CH2:65][CH2:64]1. (5) The reactants are: [CH3:1][N:2]1[CH2:15][CH2:14][C:5]2[NH:6][C:7]3[CH:8]=[CH:9][C:10]([CH3:13])=[CH:11][C:12]=3[C:4]=2[CH2:3]1.C(=O)([O-])[O-].[K+].[K+].N1C2C(=CC=C3C=2N=CC=C3)C=CC=1.Br[C:37]#[C:38][C:39]1[CH:40]=[CH:41][C:42]([CH3:45])=[N:43][CH:44]=1. Given the product [CH3:1][N:2]1[CH2:15][CH2:14][C:5]2[N:6]([C:37]#[C:38][C:39]3[CH:44]=[N:43][C:42]([CH3:45])=[CH:41][CH:40]=3)[C:7]3[CH:8]=[CH:9][C:10]([CH3:13])=[CH:11][C:12]=3[C:4]=2[CH2:3]1, predict the reactants needed to synthesize it.